This data is from Choline transporter screen with 302,306 compounds. The task is: Binary Classification. Given a drug SMILES string, predict its activity (active/inactive) in a high-throughput screening assay against a specified biological target. (1) The compound is S(=O)(=O)(N1C(CCCC1)C)c1cc2c(N(C(=O)C3CCC3)CC2)cc1. The result is 0 (inactive). (2) The molecule is S1C(=C(OCC1)C)C(=O)Nc1ccc(CC(=O)NCc2c(cccc2)C)cc1. The result is 0 (inactive). (3) The drug is S(=O)(=O)(N1CCC(CC1)C(=O)N1CCN(CC1)c1c(F)cccc1)C. The result is 0 (inactive). (4) The drug is s1c2n(cc(n2)CC(OCc2sc3c(n2)cccc3)=O)cc1. The result is 0 (inactive). (5) The compound is S(=O)(=O)(N1C(CCCC1)C(=O)N1CCN(CC1)C)c1ccc(cc1)C. The result is 0 (inactive). (6) The drug is S(=O)(=O)(NCCc1cc(OCC)c(OCC)cc1)c1cc2N(CCOc2cc1)C(=O)C. The result is 0 (inactive). (7) The drug is Brc1oc(C(=O)Nc2sc(c(c2C(OCC)=O)CC)C)cc1. The result is 0 (inactive).